This data is from Reaction yield outcomes from USPTO patents with 853,638 reactions. The task is: Predict the reaction yield, written as a fraction of the theoretical maximum amount of product (1.0 means a 100% yield; for example, 0.34 means a 34% yield). The reactants are [Br:1][C:2]1[CH:9]=[C:8]([OH:10])[CH:7]=[C:6]([OH:11])[C:3]=1[CH:4]=[O:5].[CH2:12]1[CH2:17][O:16][CH:15]=[CH:14][CH2:13]1. The catalyst is ClCCl.CC1C=CC(S([O-])(=O)=O)=CC=1.C1C=C[NH+]=CC=1. The product is [Br:1][C:2]1[CH:9]=[C:8]([O:10][CH:15]2[CH2:14][CH2:13][CH2:12][CH2:17][O:16]2)[CH:7]=[C:6]([OH:11])[C:3]=1[CH:4]=[O:5]. The yield is 0.920.